Dataset: Forward reaction prediction with 1.9M reactions from USPTO patents (1976-2016). Task: Predict the product of the given reaction. (1) Given the reactants [F:1][C:2]([F:18])([F:17])[C:3]1[CH:8]=[CH:7][C:6]([NH:9][C@@H:10]([C:14]([OH:16])=O)[CH:11]([CH3:13])[CH3:12])=[CH:5][CH:4]=1.[CH2:19]([NH2:27])[CH2:20][C:21]1[CH:26]=[CH:25][CH:24]=[CH:23][CH:22]=1.Cl.C(N=C=NCCCN(C)C)C.[OH2:40].[OH:41]N1C2C=CC=CC=2N=N1, predict the reaction product. The product is: [F:1][C:2]([F:18])([F:17])[C:3]([OH:41])=[O:40].[C:21]1([CH2:20][CH2:19][NH:27][C:14](=[O:16])[C@@H:10]([CH:11]([CH3:12])[CH3:13])[NH:9][C:6]2[CH:5]=[CH:4][C:3]([C:2]([F:1])([F:18])[F:17])=[CH:8][CH:7]=2)[CH:26]=[CH:25][CH:24]=[CH:23][CH:22]=1. (2) The product is: [Cl:1][C:2]1[C:3]2[C:4]3[C:5]4[CH:30]=[CH:29][C:28]([O:31][CH3:32])=[C:27]([CH3:33])[C:6]=4[N:7]=[C:8]([NH:45][CH2:44][CH2:43][N:41]([CH2:40][CH2:39][CH2:38][N:37]([CH2:36][CH2:35][NH:34][C:8]4[C:9]5[C:10](=[O:15])[C:11]6[CH:12]=[CH:13][N:14]=[C:2]([Cl:1])[C:3]=6[C:4]=5[C:5]5[CH:30]=[CH:29][C:28]([O:31][CH3:32])=[C:27]([CH3:33])[C:6]=5[N:7]=4)[CH3:46])[CH3:42])[C:9]=3[C:10](=[O:15])[C:11]=2[CH:12]=[CH:13][N:14]=1. Given the reactants [Cl:1][C:2]1[C:3]2[C:4]3[C:5]4[CH:30]=[CH:29][C:28]([O:31][CH3:32])=[C:27]([CH3:33])[C:6]=4[N:7]=[C:8](OS(C4C=CC(C)=CC=4)(=O)=O)[C:9]=3[C:10](=[O:15])[C:11]=2[CH:12]=[CH:13][N:14]=1.[NH2:34][CH2:35][CH2:36][N:37]([CH3:46])[CH2:38][CH2:39][CH2:40][N:41]([CH2:43][CH2:44][NH2:45])[CH3:42], predict the reaction product. (3) Given the reactants [NH2:1][C:2]1[N:22]=[C:5]2[C:6]([C:10]3[CH:15]=[CH:14][C:13]([N:16]([CH3:21])[S:17]([CH3:20])(=[O:19])=[O:18])=[CH:12][CH:11]=3)=[CH:7][CH:8]=[CH:9][N:4]2[N:3]=1.Br[C:24]1[CH:29]=[CH:28][C:27]([N:30]2[CH2:35][CH2:34][N:33]([CH3:36])[CH2:32][CH2:31]2)=[CH:26][CH:25]=1.C1(P(C2CCCCC2)C2C=CC=CC=2C2C=CC=CC=2P(C2CCCCC2)C2CCCCC2)CCCCC1, predict the reaction product. The product is: [CH3:21][N:16]([C:13]1[CH:12]=[CH:11][C:10]([C:6]2[C:5]3[N:4]([N:3]=[C:2]([NH:1][C:24]4[CH:25]=[CH:26][C:27]([N:30]5[CH2:35][CH2:34][N:33]([CH3:36])[CH2:32][CH2:31]5)=[CH:28][CH:29]=4)[N:22]=3)[CH:9]=[CH:8][CH:7]=2)=[CH:15][CH:14]=1)[S:17]([CH3:20])(=[O:19])=[O:18]. (4) Given the reactants Br[CH2:2][C:3]1[CH:8]=[C:7]([N+:9]([O-:11])=[O:10])[CH:6]=[CH:5][C:4]=1[Cl:12].[CH3:13][C:14]1[N:19]=[C:18]([SH:20])[N:17]=[C:16]([OH:21])[CH:15]=1.C(N(CC)CC)C, predict the reaction product. The product is: [Cl:12][C:4]1[CH:5]=[CH:6][C:7]([N+:9]([O-:11])=[O:10])=[CH:8][C:3]=1[CH2:2][S:20][C:18]1[N:17]=[C:16]([OH:21])[CH:15]=[C:14]([CH3:13])[N:19]=1. (5) Given the reactants [CH2:1]([N:3]1[CH2:8][CH2:7][N:6]([C:9]2[C:18]3[C:13](=[CH:14][CH:15]=[CH:16][CH:17]=3)[N:12]=[C:11]([Cl:19])[N:10]=2)[CH2:5][CH2:4]1)[CH3:2].[CH3:20][O:21][C:22]1[CH:27]=[CH:26][C:25](OB(O)O)=[CH:24][CH:23]=1.C(=O)([O-])[O-].[Na+].[Na+], predict the reaction product. The product is: [ClH:19].[ClH:19].[CH2:1]([N:3]1[CH2:8][CH2:7][N:6]([C:9]2[C:18]3[C:13](=[CH:14][CH:15]=[CH:16][CH:17]=3)[N:12]=[C:11]([C:25]3[CH:26]=[CH:27][C:22]([O:21][CH3:20])=[CH:23][CH:24]=3)[N:10]=2)[CH2:5][CH2:4]1)[CH3:2].